From a dataset of Full USPTO retrosynthesis dataset with 1.9M reactions from patents (1976-2016). Predict the reactants needed to synthesize the given product. Given the product [CH3:34][N:35]([CH3:39])[CH2:36][CH2:37][NH:38][C:24]1[N:25]=[C:2]2[C:3]([C:4](=[O:5])[C:6]([C:7]([O:9][CH2:10][CH3:11])=[O:8])=[CH:12][N:13]2[CH2:14][C@@H:15]2[CH2:19][CH2:18][CH2:17][N:16]2[CH2:20][CH3:21])=[CH:22][C:23]=1[I:27], predict the reactants needed to synthesize it. The reactants are: F[C:2]1[N:25]=[C:24](F)[C:23]([I:27])=[CH:22][C:3]=1[C:4]([C:6](=[CH:12][NH:13][CH2:14][C@@H:15]1[CH2:19][CH2:18][CH2:17][N:16]1[CH2:20][CH3:21])[C:7]([O:9][CH2:10][CH3:11])=[O:8])=[O:5].C([O-])([O-])=O.[K+].[K+].[CH3:34][N:35]([CH3:39])[CH2:36][CH2:37][NH2:38].